The task is: Predict the reactants needed to synthesize the given product.. This data is from Full USPTO retrosynthesis dataset with 1.9M reactions from patents (1976-2016). (1) Given the product [F:19][C:20]1[CH:21]=[CH:22][C:23]([S:26]([N:29]([CH2:33][C:34]([NH:16][CH2:15][C:11]2[CH:10]=[C:9]([N:6]3[CH2:7][CH2:8][CH:3]([C:2]([F:17])([F:1])[F:18])[CH2:4][CH2:5]3)[N:14]=[CH:13][N:12]=2)=[O:35])[CH:30]([CH3:31])[CH3:32])(=[O:27])=[O:28])=[CH:24][CH:25]=1, predict the reactants needed to synthesize it. The reactants are: [F:1][C:2]([F:18])([F:17])[CH:3]1[CH2:8][CH2:7][N:6]([C:9]2[N:14]=[CH:13][N:12]=[C:11]([CH2:15][NH2:16])[CH:10]=2)[CH2:5][CH2:4]1.[F:19][C:20]1[CH:25]=[CH:24][C:23]([S:26]([N:29]([CH2:33][C:34](O)=[O:35])[CH:30]([CH3:32])[CH3:31])(=[O:28])=[O:27])=[CH:22][CH:21]=1.CN(C(ON1N=NC2C=CC=NC1=2)=[N+](C)C)C.F[P-](F)(F)(F)(F)F.CCN(C(C)C)C(C)C. (2) Given the product [S:22]1[CH:26]=[CH:25][CH:24]=[C:23]1[CH2:27][CH2:28][NH:29][CH:2]1[CH2:11][CH2:10][CH2:9][C:8]2[CH:7]=[C:6]([O:12][C:13]3[CH:21]=[CH:20][C:16]([C:17]([NH2:19])=[O:18])=[CH:15][N:14]=3)[CH:5]=[CH:4][C:3]1=2, predict the reactants needed to synthesize it. The reactants are: O=[C:2]1[CH2:11][CH2:10][CH2:9][C:8]2[CH:7]=[C:6]([O:12][C:13]3[CH:21]=[CH:20][C:16]([C:17]([NH2:19])=[O:18])=[CH:15][N:14]=3)[CH:5]=[CH:4][C:3]1=2.[S:22]1[CH:26]=[CH:25][CH:24]=[C:23]1[CH2:27][CH2:28][NH2:29].[BH3-]C#N.[Na+]. (3) Given the product [C:1]([C:3]1[C:11]2[C:6](=[CH:7][CH:8]=[C:9]([CH2:12][CH2:13][NH:14][C:15](=[O:30])[C:16]3[CH:17]=[CH:18][C:19]([C:22]4[CH:23]=[N:24][C:25]([O:28][CH3:29])=[CH:26][CH:27]=4)=[CH:20][CH:21]=3)[CH:10]=2)[N:5]([CH3:34])[CH:4]=1)#[N:2], predict the reactants needed to synthesize it. The reactants are: [C:1]([C:3]1[C:11]2[C:6](=[CH:7][CH:8]=[C:9]([CH2:12][CH2:13][NH:14][C:15](=[O:30])[C:16]3[CH:21]=[CH:20][C:19]([C:22]4[CH:23]=[N:24][C:25]([O:28][CH3:29])=[CH:26][CH:27]=4)=[CH:18][CH:17]=3)[CH:10]=2)[NH:5][CH:4]=1)#[N:2].[H-].[Na+].I[CH3:34]. (4) Given the product [N:13]1[CH:14]=[CH:15][CH:16]=[CH:17][C:12]=1[CH2:11][S:8][C:5]1[CH:6]=[CH:7][C:2]([NH2:1])=[CH:3][CH:4]=1, predict the reactants needed to synthesize it. The reactants are: [NH2:1][C:2]1[CH:7]=[CH:6][C:5]([SH:8])=[CH:4][CH:3]=1.Cl.Cl[CH2:11][C:12]1[CH:17]=[CH:16][CH:15]=[CH:14][N:13]=1.C(=O)([O-])[O-].[Cs+].[Cs+].O. (5) Given the product [O:19]=[C:16]1[CH:15]=[N:14][C:13]2=[C:18]3[N:17]1[CH:7]([CH2:6][N:27]1[CH2:28][CH2:29][CH:30]([NH:33][C:34](=[O:40])[O:35][C:36]([CH3:38])([CH3:37])[CH3:39])[CH2:31][CH2:32]1)[CH2:8][N:9]3[C:10](=[O:20])[CH:11]=[CH:12]2, predict the reactants needed to synthesize it. The reactants are: CS(O[CH2:6][CH:7]1[N:17]2[C:18]3[N:9]([C:10](=[O:20])[CH:11]=[CH:12][C:13]=3[N:14]=[CH:15][C:16]2=[O:19])[CH2:8]1)(=O)=O.N1C=CC=CC=1.[NH:27]1[CH2:32][CH2:31][CH:30]([NH:33][C:34](=[O:40])[O:35][C:36]([CH3:39])([CH3:38])[CH3:37])[CH2:29][CH2:28]1.CO. (6) Given the product [Si:31]([O:34][CH2:35][C:36]#[C:37][CH2:38][O:1][C:2]1[CH:26]=[CH:25][C:5]([C:6]([NH:8][CH2:9][C@H:10]([N:15]2[CH2:16][CH2:17][N:18]([S:21]([CH3:24])(=[O:23])=[O:22])[CH2:19][CH2:20]2)[C:11]([O:13][CH3:14])=[O:12])=[O:7])=[CH:4][CH:3]=1)([C:27]([CH3:28])([CH3:29])[CH3:30])([CH3:32])[CH3:33], predict the reactants needed to synthesize it. The reactants are: [OH:1][C:2]1[CH:26]=[CH:25][C:5]([C:6]([NH:8][CH2:9][C@H:10]([N:15]2[CH2:20][CH2:19][N:18]([S:21]([CH3:24])(=[O:23])=[O:22])[CH2:17][CH2:16]2)[C:11]([O:13][CH3:14])=[O:12])=[O:7])=[CH:4][CH:3]=1.[C:27]([Si:31]([O:34][CH2:35][C:36]#[C:37][CH2:38]Cl)([CH3:33])[CH3:32])([CH3:30])([CH3:29])[CH3:28].